From a dataset of Peptide-MHC class I binding affinity with 185,985 pairs from IEDB/IMGT. Regression. Given a peptide amino acid sequence and an MHC pseudo amino acid sequence, predict their binding affinity value. This is MHC class I binding data. (1) The peptide sequence is LPAGSRIWL. The MHC is HLA-B51:01 with pseudo-sequence HLA-B51:01. The binding affinity (normalized) is 0.0847. (2) The peptide sequence is KILNPYMPSV. The MHC is HLA-A02:03 with pseudo-sequence HLA-A02:03. The binding affinity (normalized) is 0.641.